Dataset: Peptide-MHC class I binding affinity with 185,985 pairs from IEDB/IMGT. Task: Regression. Given a peptide amino acid sequence and an MHC pseudo amino acid sequence, predict their binding affinity value. This is MHC class I binding data. The peptide sequence is IVTDSQYAL. The MHC is HLA-A02:02 with pseudo-sequence HLA-A02:02. The binding affinity (normalized) is 0.599.